From a dataset of Full USPTO retrosynthesis dataset with 1.9M reactions from patents (1976-2016). Predict the reactants needed to synthesize the given product. Given the product [C:1]([O:5][C:6]([N:8]1[CH2:9][CH2:10][C:11](=[O:14])[C:12](=[CH:6][N:8]([CH3:13])[CH3:9])[CH2:13]1)=[O:7])([CH3:4])([CH3:2])[CH3:3], predict the reactants needed to synthesize it. The reactants are: [C:1]([O:5][C:6]([N:8]1[CH2:13][CH2:12][C:11](=[O:14])[CH2:10][CH2:9]1)=[O:7])([CH3:4])([CH3:3])[CH3:2].